From a dataset of Drug-target binding data from BindingDB using IC50 measurements. Regression. Given a target protein amino acid sequence and a drug SMILES string, predict the binding affinity score between them. We predict pIC50 (pIC50 = -log10(IC50 in M); higher means more potent). Dataset: bindingdb_ic50. The small molecule is Cc1nc(C)c(-c2ccc([C@H]3CC[C@H](CC(=O)O)CC3)cc2)nc1C(N)=O. The target protein sequence is MGDRGGAGGSRRRRTGSRPSSQSGGGPAAAEEEVRAAGPGGDGPAADKDESRGSDAGGSHWDLRCHRLQDSLFSSDSGFNNYRGILNWCVVMLILSNARLFLENLIKYGILVDPIQVVSLFLKDPYSWPALCLVIVANVFAVAAFQVEKRLAVGALTEQAGLLLHVLNLATILCFPAAVALLLESITPVGSVLALMVYTILFLKLFSYRDVNLWCRERRARAKAKAAPAGKKANGGTAQRMVSYPDNLTYRDLYYFLFAPTLCYELNFPRSPRIRKRFLLRRLLEMLFLTQLQVGLIQQWMVPTIQNSMKPFKDMDYSRIIERLLKLAVPNHLIWLIFFYWFFHSCMNAVAELMQFGDREFYRDWWNSESVTYFWQNWNIPVHKWCLRHFYKPMLRRGSSKWVARTGVFFASAFFHEYLVSIPLHMFRLWAFTGMMAQIPLAWIVSRFFQGNYGNAAVWLTLIIGQPVAVLMYVHDYYVLHYEAPVVGA. The pIC50 is 7.2.